Task: Predict the reaction yield, written as a fraction of the theoretical maximum amount of product (1.0 means a 100% yield; for example, 0.34 means a 34% yield).. Dataset: Reaction yield outcomes from USPTO patents with 853,638 reactions (1) The reactants are [Cl:1][C:2]1[N:3]=[CH:4][C:5]2[S:10][CH:9]=[C:8]([C:11]([OH:13])=O)[C:6]=2[N:7]=1.[CH3:14][C:15]1[CH:20]=[C:19]([CH3:21])[N:18]=[C:17]([NH2:22])[CH:16]=1.CCN(C(C)C)C(C)C.ON1C2N=CC=CC=2N=N1.CN(C(ON1N=NC2C=CC=NC1=2)=[N+](C)C)C.F[P-](F)(F)(F)(F)F. The catalyst is CN(C=O)C.ClCCl.O. The product is [CH3:14][C:15]1[CH:20]=[C:19]([CH3:21])[N:18]=[C:17]([NH:22][C:11]([C:8]2[C:6]3[N:7]=[C:2]([Cl:1])[N:3]=[CH:4][C:5]=3[S:10][CH:9]=2)=[O:13])[CH:16]=1. The yield is 1.49. (2) The reactants are [Cl:1][C:2]1[CH:9]=[CH:8][C:5]([CH2:6][NH2:7])=[CH:4][CH:3]=1.ClC(Cl)(O[C:14](=[O:20])OC(Cl)(Cl)Cl)Cl.[N-:22]=[C:23]=O.[CH3:25][N:26]([CH:28]=[O:29])C. The catalyst is CCOC(C)=O. The product is [Cl:1][C:2]1[CH:9]=[CH:8][C:5]([CH2:6][NH:7][C:28]([NH:26][C:25]2[C:23]3[NH:22][C:14](=[O:20])[NH:7][C:6]=3[CH:5]=[CH:4][CH:3]=2)=[O:29])=[CH:4][CH:3]=1. The yield is 0.160. (3) The reactants are Cl.[Cl:2][C:3]1[CH:4]=[C:5]([N:9]2[C:13]([CH2:14][NH2:15])=[CH:12][C:11]([C:16]([F:19])([F:18])[F:17])=[N:10]2)[CH:6]=[CH:7][CH:8]=1.[F:20][C:21]1[CH:22]=[C:23]([NH:32][C:33](=O)[O:34]C2C=CC=CC=2)[CH:24]=[CH:25][C:26]=1[C:27]1([OH:31])[CH2:30][O:29][CH2:28]1. The catalyst is C(Cl)Cl. The product is [Cl:2][C:3]1[CH:4]=[C:5]([N:9]2[C:13]([CH2:14][NH:15][C:33]([NH:32][C:23]3[CH:24]=[CH:25][C:26]([C:27]4([OH:31])[CH2:30][O:29][CH2:28]4)=[C:21]([F:20])[CH:22]=3)=[O:34])=[CH:12][C:11]([C:16]([F:17])([F:18])[F:19])=[N:10]2)[CH:6]=[CH:7][CH:8]=1. The yield is 0.230. (4) The reactants are [CH3:1][O:2][C:3]1[CH:4]=[C:5]2[C:10](=[CH:11][C:12]=1[O:13][CH3:14])[N:9]=[CH:8][CH:7]=[C:6]2[O:15][C:16]1[CH:22]=[CH:21][C:19]([NH2:20])=[C:18]([CH3:23])[C:17]=1[CH3:24].Cl[C:26](Cl)([O:28][C:29](=[O:35])OC(Cl)(Cl)Cl)Cl.[CH2:37]([C:41]1[CH:46]=[CH:45]C(O)=[CH:43][CH:42]=1)[CH2:38][CH2:39][CH3:40].C(=O)(O)[O-].[Na+]. The catalyst is C(Cl)Cl.C(N(CC)CC)C.C1(C)C=CC=CC=1. The product is [CH3:1][O:2][C:3]1[CH:4]=[C:5]2[C:10](=[CH:11][C:12]=1[O:13][CH3:14])[N:9]=[CH:8][CH:7]=[C:6]2[O:15][C:16]1[CH:22]=[CH:21][C:19]([NH:20][C:29](=[O:35])[O:28][C:26]2[CH:45]=[CH:46][C:41]([CH2:37][CH2:38][CH2:39][CH3:40])=[CH:42][CH:43]=2)=[C:18]([CH3:23])[C:17]=1[CH3:24]. The yield is 0.550. (5) The reactants are Br[C:2]1[O:3][CH:4]=[C:5]([C:7]([NH:9][C@@H:10]([CH3:26])[CH2:11][N:12]2[CH:16]=[CH:15][C:14]([C:17]3[CH:22]=[CH:21][C:20]([C:23]#[N:24])=[C:19]([Cl:25])[CH:18]=3)=[N:13]2)=[O:8])[N:6]=1.[O:27]1[CH2:32][CH2:31][CH2:30][CH2:29][CH:28]1[N:33]1[C:37](B2OC(C)(C)C(C)(C)O2)=[CH:36][CH:35]=[N:34]1.C1COCC1.C([O-])([O-])=O.[Na+].[Na+]. The catalyst is C(Cl)Cl.C1C=CC([P]([Pd]([P](C2C=CC=CC=2)(C2C=CC=CC=2)C2C=CC=CC=2)([P](C2C=CC=CC=2)(C2C=CC=CC=2)C2C=CC=CC=2)[P](C2C=CC=CC=2)(C2C=CC=CC=2)C2C=CC=CC=2)(C2C=CC=CC=2)C2C=CC=CC=2)=CC=1. The product is [Cl:25][C:19]1[CH:18]=[C:17]([C:14]2[CH:15]=[CH:16][N:12]([CH2:11][C@@H:10]([NH:9][C:7]([C:5]3[N:6]=[C:2]([C:37]4[N:33]([CH:28]5[CH2:29][CH2:30][CH2:31][CH2:32][O:27]5)[N:34]=[CH:35][CH:36]=4)[O:3][CH:4]=3)=[O:8])[CH3:26])[N:13]=2)[CH:22]=[CH:21][C:20]=1[C:23]#[N:24]. The yield is 0.314. (6) The reactants are C([O:5][C:6](=[O:48])[CH2:7][CH:8]([OH:47])[CH2:9][CH:10]([OH:46])[CH2:11][CH2:12][C:13]1[N:14]([CH:43]([CH3:45])[CH3:44])[C:15]([C:31](=[O:42])[NH:32][CH2:33][C:34]2[CH:39]=[CH:38][C:37]([CH2:40][OH:41])=[CH:36][CH:35]=2)=[C:16]([C:25]2[CH:30]=[CH:29][CH:28]=[CH:27][CH:26]=2)[C:17]=1[C:18]1[CH:23]=[CH:22][C:21]([F:24])=[CH:20][CH:19]=1)(C)(C)C.[OH-].[Na+:50]. The catalyst is CO. The product is [Na+:50].[F:24][C:21]1[CH:20]=[CH:19][C:18]([C:17]2[C:16]([C:25]3[CH:26]=[CH:27][CH:28]=[CH:29][CH:30]=3)=[C:15]([C:31](=[O:42])[NH:32][CH2:33][C:34]3[CH:39]=[CH:38][C:37]([CH2:40][OH:41])=[CH:36][CH:35]=3)[N:14]([CH:43]([CH3:45])[CH3:44])[C:13]=2[CH2:12][CH2:11][CH:10]([OH:46])[CH2:9][CH:8]([OH:47])[CH2:7][C:6]([O-:48])=[O:5])=[CH:23][CH:22]=1. The yield is 0.650. (7) The reactants are [Cl:1][C:2]1[N:7]=[CH:6][C:5]([C:8](=O)[CH2:9][C:10]2[CH:15]=[CH:14][N:13]=[CH:12][CH:11]=2)=[CH:4][CH:3]=1.[NH2:17][C:18]1[NH:19][N:20]=[C:21]([CH3:23])[CH:22]=1. No catalyst specified. The product is [Cl:1][C:2]1[N:7]=[CH:6][C:5]([C:8]2[C:9]([C:10]3[CH:15]=[CH:14][N:13]=[CH:12][CH:11]=3)=[C:8]([C:5]3[CH:6]=[N:7][C:2]([Cl:1])=[CH:3][CH:4]=3)[N:17]=[C:18]3[NH:19][N:20]=[C:21]([CH3:23])[C:22]=23)=[CH:4][CH:3]=1. The yield is 0.0900. (8) The reactants are C([O:8][N:9]1[C:15](=[O:16])[N:14]2[CH2:17][C@H:10]1[CH2:11][CH2:12][C@H:13]2[C:18]([NH:20][O:21][CH2:22][CH2:23][O:24][CH:25]1[CH2:30][CH2:29][N:28]([C:31]([O:33][C:34]([CH3:37])([CH3:36])[CH3:35])=[O:32])[CH2:27][CH2:26]1)=[O:19])C1C=CC=CC=1. The catalyst is CO.[Pd]. The product is [OH:8][N:9]1[C:15](=[O:16])[N:14]2[CH2:17][C@H:10]1[CH2:11][CH2:12][C@H:13]2[C:18]([NH:20][O:21][CH2:22][CH2:23][O:24][CH:25]1[CH2:30][CH2:29][N:28]([C:31]([O:33][C:34]([CH3:37])([CH3:36])[CH3:35])=[O:32])[CH2:27][CH2:26]1)=[O:19]. The yield is 0.990. (9) The reactants are C([O:4][CH2:5][C:6]([N:8]([C:30]1[CH:35]=[CH:34][C:33]([Cl:36])=[CH:32][CH:31]=1)[C@H:9]1[C:18]2[C:13](=[CH:14][CH:15]=[CH:16][CH:17]=2)[N:12]([C:19](=[O:28])[C:20]2[CH:25]=[CH:24][C:23]([O:26][CH3:27])=[CH:22][CH:21]=2)[C@@H:11]([CH3:29])[CH2:10]1)=[O:7])(=O)C.C(=O)([O-])[O-].[K+].[K+]. The catalyst is CO.O. The product is [Cl:36][C:33]1[CH:34]=[CH:35][C:30]([N:8]([C@H:9]2[C:18]3[C:13](=[CH:14][CH:15]=[CH:16][CH:17]=3)[N:12]([C:19](=[O:28])[C:20]3[CH:21]=[CH:22][C:23]([O:26][CH3:27])=[CH:24][CH:25]=3)[C@@H:11]([CH3:29])[CH2:10]2)[C:6](=[O:7])[CH2:5][OH:4])=[CH:31][CH:32]=1. The yield is 0.840. (10) The reactants are [OH:1][N:2]1[CH:7]=[CH:6][CH:5]=[CH:4][C:3]1=[O:8].[C:9]([OH:12])(=[O:11])[CH3:10].[C:13]([OH:16])(=[O:15])[CH3:14].[C:17]([OH:20])(=[O:19])[CH3:18].[C:21]([OH:24])(=[O:23])[CH3:22].Br[C@@:26]1([O:35][C@H:34]([CH2:36]O)[C@@H:32](O)[C@H:30](O)[C@H:28]1O)O.[OH-].[Na+]. The catalyst is ClCCl.[Br-].C([N+](CCCC)(CCCC)CCCC)CCC.C(OCC)(=O)C. The product is [C:9]([O:12][C@@H:28]1[C@@H:30]([O:15][C:13](=[O:16])[CH3:14])[C@H:32]([O:19][C:17](=[O:20])[CH3:18])[C@@H:34]([CH2:36][O:23][C:21](=[O:24])[CH3:22])[O:35][C@H:26]1[O:1][N:2]1[CH:7]=[CH:6][CH:5]=[CH:4][C:3]1=[O:8])(=[O:11])[CH3:10]. The yield is 0.290.